This data is from Full USPTO retrosynthesis dataset with 1.9M reactions from patents (1976-2016). The task is: Predict the reactants needed to synthesize the given product. (1) Given the product [CH2:15]([CH:10]([CH2:11][C:12]([CH3:13])=[CH:18][C:17]1[CH:25]=[CH:24][C:22]([CH3:23])=[CH:21][CH:19]=1)[CH:6]=[O:5])[CH3:14], predict the reactants needed to synthesize it. The reactants are: C([O:5][CH:6]([C:10]1[CH:15]=[CH:14][C:13](C)=[CH:12][CH:11]=1)C(C)=C)C=CC.[C:17]1([C:19](=[CH:21][C:22](=[CH:24][CH:25]=1)[CH3:23])C)[CH3:18]. (2) Given the product [I-:12].[CH2:5]([N:1]1[C:14]2[CH:15]=[CH:16][CH:17]=[CH:18][C:19]=2[N:3]([CH2:4][CH3:9])[CH2:2]1)[CH3:6], predict the reactants needed to synthesize it. The reactants are: [N:1]1[C:5]2[CH:6]=CC=[CH:9][C:4]=2[NH:3][CH:2]=1.C([I:12])C.C[C:14]1[CH:15]=[CH:16][CH:17]=[CH:18][C:19]=1C. (3) Given the product [Cl:1][C:2]1[CH:7]=[CH:6][C:5]([C:8]2[CH:13]=[CH:12][CH:11]=[C:10]([CH2:14][O:15][C:16]3[CH:25]=[CH:24][C:19]([CH2:20][OH:21])=[C:18]([F:26])[CH:17]=3)[CH:9]=2)=[C:4]([CH3:27])[CH:3]=1, predict the reactants needed to synthesize it. The reactants are: [Cl:1][C:2]1[CH:7]=[CH:6][C:5]([C:8]2[CH:13]=[CH:12][CH:11]=[C:10]([CH2:14][O:15][C:16]3[CH:25]=[CH:24][C:19]([C:20](OC)=[O:21])=[C:18]([F:26])[CH:17]=3)[CH:9]=2)=[C:4]([CH3:27])[CH:3]=1.[H-].[Al+3].[Li+].[H-].[H-].[H-]. (4) Given the product [CH3:12][S:13][C:14]1[N:15]=[C:4]([OH:3])[C:6]2[CH2:7][CH2:8][CH2:9][C:10]=2[N:16]=1, predict the reactants needed to synthesize it. The reactants are: CC[O:3][C:4]([CH:6]1[C:10](=O)[CH2:9][CH2:8][CH2:7]1)=O.[CH3:12][S:13][C:14](=[NH:16])[NH2:15].C(=O)([O-])[O-].[Na+].[Na+]. (5) Given the product [C:1]([O:5][C:6](=[O:34])[NH:7][C:8]1[CH:9]=[CH:10][C:11]([O:14][C:15]2[CH:20]=[CH:19][C:18]([C:21](=[O:30])[NH:22][C:23]3[CH:24]=[CH:25][C:26]([Br:29])=[CH:27][CH:28]=3)=[CH:17][C:16]=2[NH2:31])=[CH:12][CH:13]=1)([CH3:4])([CH3:2])[CH3:3], predict the reactants needed to synthesize it. The reactants are: [C:1]([O:5][C:6](=[O:34])[NH:7][C:8]1[CH:13]=[CH:12][C:11]([O:14][C:15]2[CH:20]=[CH:19][C:18]([C:21](=[O:30])[NH:22][C:23]3[CH:28]=[CH:27][C:26]([Br:29])=[CH:25][CH:24]=3)=[CH:17][C:16]=2[N+:31]([O-])=O)=[CH:10][CH:9]=1)([CH3:4])([CH3:3])[CH3:2].[Cl-].[NH4+].O. (6) The reactants are: CC(C)[O-].[Al+3].CC(C)[O-].CC(C)[O-].[CH3:14][C@@H:15]1[O:34][C:32](=[O:33])[C:31]2[C:30]([OH:35])=[CH:29][C:28]([OH:36])=[CH:27][C:26]=2[CH:25]=[CH:24][CH2:23][CH2:22][CH2:21][C:19](=[O:20])[CH2:18][CH2:17][CH2:16]1. Given the product [CH3:14][C@@H:15]1[O:34][C:32](=[O:33])[C:31]2[C:30]([OH:35])=[CH:29][C:28]([OH:36])=[CH:27][C:26]=2[CH2:25][CH2:24][CH2:23][CH2:22][CH2:21][C@@H:19]([OH:20])[CH2:18][CH2:17][CH2:16]1, predict the reactants needed to synthesize it. (7) Given the product [NH2:1][C:2]1[N:7]=[C:6]([C:8]2[CH:13]=[CH:12][C:11]([CH2:14][C@H:15]([NH:19][C:20]([O:22][C:23]([CH3:26])([CH3:25])[CH3:24])=[O:21])[C:16]([OH:18])=[O:17])=[CH:10][CH:9]=2)[CH:5]=[C:4]([O:27][C@@H:28]([C:33]2[CH:38]=[CH:37][C:36]([C:43]3[CH:44]=[N:45][CH:46]=[CH:47][C:42]=3[C:41]([F:52])([F:51])[F:40])=[CH:35][CH:34]=2)[C:29]([F:32])([F:31])[F:30])[N:3]=1, predict the reactants needed to synthesize it. The reactants are: [NH2:1][C:2]1[N:7]=[C:6]([C:8]2[CH:13]=[CH:12][C:11]([CH2:14][C@H:15]([NH:19][C:20]([O:22][C:23]([CH3:26])([CH3:25])[CH3:24])=[O:21])[C:16]([OH:18])=[O:17])=[CH:10][CH:9]=2)[CH:5]=[C:4]([O:27][C@@H:28]([C:33]2[CH:38]=[CH:37][C:36](Br)=[CH:35][CH:34]=2)[C:29]([F:32])([F:31])[F:30])[N:3]=1.[F:40][C:41]([F:52])([F:51])[C:42]1[CH:47]=[CH:46][N:45]=[CH:44][C:43]=1B(O)O.C(#N)C.C(=O)([O-])[O-].[Na+].[Na+]. (8) Given the product [Cl:1][C:2]1[C:27]([OH:28])=[CH:26][C:5]2[C:6]([C:9]3[CH:14]=[CH:13][C:12]([O:15][C:16]4[CH:17]=[CH:18][C:19]([Cl:22])=[CH:20][CH:21]=4)=[CH:11][C:10]=3[CH2:23][CH2:24][CH3:25])=[N:7][O:8][C:4]=2[CH:3]=1, predict the reactants needed to synthesize it. The reactants are: [Cl:1][C:2]1[C:27]([O:28]C)=[CH:26][C:5]2[C:6]([C:9]3[CH:14]=[CH:13][C:12]([O:15][C:16]4[CH:21]=[CH:20][C:19]([Cl:22])=[CH:18][CH:17]=4)=[CH:11][C:10]=3[CH2:23][CH2:24][CH3:25])=[N:7][O:8][C:4]=2[CH:3]=1.B(Br)(Br)Br.CCCCCCC.C(=O)(O)[O-].[Na+]. (9) Given the product [Cl:1][C:2]1[CH:3]=[C:4]2[C:8](=[CH:9][CH:10]=1)[NH:7][CH:6]=[C:5]2[C:11]([NH2:14])=[O:12], predict the reactants needed to synthesize it. The reactants are: [Cl:1][C:2]1[CH:3]=[C:4]2[C:8](=[CH:9][CH:10]=1)[NH:7][CH:6]=[C:5]2[C:11](Cl)=[O:12].[NH3:14].O1CCOCC1.